Dataset: Peptide-MHC class II binding affinity with 134,281 pairs from IEDB. Task: Regression. Given a peptide amino acid sequence and an MHC pseudo amino acid sequence, predict their binding affinity value. This is MHC class II binding data. (1) The peptide sequence is GELQGVDKIDAAFKI. The MHC is DRB3_0202 with pseudo-sequence DRB3_0202. The binding affinity (normalized) is 0.233. (2) The peptide sequence is DTFRKLFRRYSNFLR. The MHC is DRB1_1101 with pseudo-sequence DRB1_1101. The binding affinity (normalized) is 0.861. (3) The peptide sequence is KKWRDVPYLTKRQDK. The MHC is DRB4_0103 with pseudo-sequence DRB4_0103. The binding affinity (normalized) is 0.502. (4) The peptide sequence is AAATAGTTVYGAFAP. The MHC is HLA-DQA10401-DQB10402 with pseudo-sequence HLA-DQA10401-DQB10402. The binding affinity (normalized) is 0.301. (5) The peptide sequence is PGKYTAYEGQRVVFI. The MHC is HLA-DPA10201-DPB11401 with pseudo-sequence HLA-DPA10201-DPB11401. The binding affinity (normalized) is 0.224. (6) The peptide sequence is LINVIHAFQYVIYGTASFFF. The MHC is H-2-IAs with pseudo-sequence H-2-IAs. The binding affinity (normalized) is 0.161. (7) The peptide sequence is STIFPFRRLFMVADV. The MHC is DRB1_1201 with pseudo-sequence DRB1_1201. The binding affinity (normalized) is 0.596.